From a dataset of NCI-60 drug combinations with 297,098 pairs across 59 cell lines. Regression. Given two drug SMILES strings and cell line genomic features, predict the synergy score measuring deviation from expected non-interaction effect. (1) Drug 1: CC=C1C(=O)NC(C(=O)OC2CC(=O)NC(C(=O)NC(CSSCCC=C2)C(=O)N1)C(C)C)C(C)C. Drug 2: CC12CCC3C(C1CCC2OP(=O)(O)O)CCC4=C3C=CC(=C4)OC(=O)N(CCCl)CCCl.[Na+]. Cell line: HOP-62. Synergy scores: CSS=50.8, Synergy_ZIP=-0.753, Synergy_Bliss=-2.47, Synergy_Loewe=-68.3, Synergy_HSA=-4.58. (2) Drug 1: C1=CC(=CC=C1CCC2=CNC3=C2C(=O)NC(=N3)N)C(=O)NC(CCC(=O)O)C(=O)O. Drug 2: C1CCC(C(C1)N)N.C(=O)(C(=O)[O-])[O-].[Pt+4]. Cell line: HCT-15. Synergy scores: CSS=42.4, Synergy_ZIP=-1.24, Synergy_Bliss=-0.499, Synergy_Loewe=-12.6, Synergy_HSA=0.768.